Dataset: Full USPTO retrosynthesis dataset with 1.9M reactions from patents (1976-2016). Task: Predict the reactants needed to synthesize the given product. (1) Given the product [CH3:1][CH:2]1[NH:7][CH2:6][CH2:5][N:4]2[CH:8]=[C:9]([C:11]([F:14])([F:12])[F:13])[N:10]=[C:3]12, predict the reactants needed to synthesize it. The reactants are: [CH3:1][C:2]1[C:3]2[N:4]([CH:8]=[C:9]([C:11]([F:14])([F:13])[F:12])[N:10]=2)[CH:5]=[CH:6][N:7]=1. (2) Given the product [Cl:1][C:2]1[CH:3]=[C:4]2[C:8](=[CH:9][CH:10]=1)[NH:7][C:6]([C:11]([NH:13][NH:14][C:22]([NH:21][C:15]1[CH:20]=[CH:19][CH:18]=[CH:17][CH:16]=1)=[O:23])=[O:12])=[CH:5]2, predict the reactants needed to synthesize it. The reactants are: [Cl:1][C:2]1[CH:3]=[C:4]2[C:8](=[CH:9][CH:10]=1)[NH:7][C:6]([C:11]([NH:13][NH2:14])=[O:12])=[CH:5]2.[C:15]1([N:21]=[C:22]=[O:23])[CH:20]=[CH:19][CH:18]=[CH:17][CH:16]=1.C(OCC)C. (3) Given the product [C:9]([CH2:8][C:7]1[C:6]([CH3:17])=[C:5]([O:4][CH3:3])[CH:13]=[CH:12][C:11]=1[C:10]([OH:14])=[O:25])#[N:15], predict the reactants needed to synthesize it. The reactants are: [OH-].[Na+].[CH3:3][O:4][C:5]1[C:6]([CH3:17])=[C:7]2[C:11](=[CH:12][CH:13]=1)[C:10](=[O:14])[C:9](=[N:15]O)[CH2:8]2.C1(C)C=CC(S(Cl)(=O)=[O:25])=CC=1.